Dataset: NCI-60 drug combinations with 297,098 pairs across 59 cell lines. Task: Regression. Given two drug SMILES strings and cell line genomic features, predict the synergy score measuring deviation from expected non-interaction effect. (1) Drug 1: C1CN1C2=NC(=NC(=N2)N3CC3)N4CC4. Drug 2: C1CCC(C(C1)N)N.C(=O)(C(=O)[O-])[O-].[Pt+4]. Cell line: HS 578T. Synergy scores: CSS=25.7, Synergy_ZIP=-9.65, Synergy_Bliss=-7.45, Synergy_Loewe=-2.51, Synergy_HSA=-1.75. (2) Drug 1: CC12CCC3C(C1CCC2=O)CC(=C)C4=CC(=O)C=CC34C. Drug 2: CC(C)CN1C=NC2=C1C3=CC=CC=C3N=C2N. Cell line: MDA-MB-231. Synergy scores: CSS=26.6, Synergy_ZIP=-0.953, Synergy_Bliss=-2.32, Synergy_Loewe=-1.94, Synergy_HSA=-2.23. (3) Drug 1: CC1=C2C(C(=O)C3(C(CC4C(C3C(C(C2(C)C)(CC1OC(=O)C(C(C5=CC=CC=C5)NC(=O)C6=CC=CC=C6)O)O)OC(=O)C7=CC=CC=C7)(CO4)OC(=O)C)O)C)OC(=O)C. Drug 2: C(=O)(N)NO. Cell line: DU-145. Synergy scores: CSS=30.6, Synergy_ZIP=-2.79, Synergy_Bliss=-1.80, Synergy_Loewe=-46.6, Synergy_HSA=-5.65. (4) Drug 1: C1=CN(C=N1)CC(O)(P(=O)(O)O)P(=O)(O)O. Drug 2: CC12CCC3C(C1CCC2OP(=O)(O)O)CCC4=C3C=CC(=C4)OC(=O)N(CCCl)CCCl.[Na+]. Cell line: U251. Synergy scores: CSS=4.08, Synergy_ZIP=-2.29, Synergy_Bliss=-2.93, Synergy_Loewe=-3.58, Synergy_HSA=-3.56. (5) Synergy scores: CSS=15.5, Synergy_ZIP=-5.57, Synergy_Bliss=-2.49, Synergy_Loewe=-2.66, Synergy_HSA=-2.43. Drug 1: COC1=C(C=C2C(=C1)N=CN=C2NC3=CC(=C(C=C3)F)Cl)OCCCN4CCOCC4. Drug 2: CN(CCCl)CCCl.Cl. Cell line: MDA-MB-231. (6) Drug 1: CN1C2=C(C=C(C=C2)N(CCCl)CCCl)N=C1CCCC(=O)O.Cl. Drug 2: C(CN)CNCCSP(=O)(O)O. Cell line: T-47D. Synergy scores: CSS=13.4, Synergy_ZIP=-0.648, Synergy_Bliss=7.12, Synergy_Loewe=-0.619, Synergy_HSA=6.14. (7) Drug 1: C(=O)(N)NO. Drug 2: CC1=C(C=C(C=C1)C(=O)NC2=CC(=CC(=C2)C(F)(F)F)N3C=C(N=C3)C)NC4=NC=CC(=N4)C5=CN=CC=C5. Cell line: MOLT-4. Synergy scores: CSS=-0.270, Synergy_ZIP=0.707, Synergy_Bliss=1.63, Synergy_Loewe=-1.53, Synergy_HSA=-1.22.